Dataset: NCI-60 drug combinations with 297,098 pairs across 59 cell lines. Task: Regression. Given two drug SMILES strings and cell line genomic features, predict the synergy score measuring deviation from expected non-interaction effect. (1) Drug 1: C1CN1P(=S)(N2CC2)N3CC3. Drug 2: CC1=C2C(C(=O)C3(C(CC4C(C3C(C(C2(C)C)(CC1OC(=O)C(C(C5=CC=CC=C5)NC(=O)OC(C)(C)C)O)O)OC(=O)C6=CC=CC=C6)(CO4)OC(=O)C)O)C)O. Cell line: MDA-MB-435. Synergy scores: CSS=2.27, Synergy_ZIP=-1.11, Synergy_Bliss=-1.31, Synergy_Loewe=-2.56, Synergy_HSA=-2.42. (2) Drug 1: CC1=C(C(CCC1)(C)C)C=CC(=CC=CC(=CC(=O)O)C)C. Drug 2: C1=CN(C=N1)CC(O)(P(=O)(O)O)P(=O)(O)O. Cell line: LOX IMVI. Synergy scores: CSS=-5.65, Synergy_ZIP=4.72, Synergy_Bliss=7.11, Synergy_Loewe=-4.63, Synergy_HSA=-2.25. (3) Cell line: SK-MEL-5. Synergy scores: CSS=5.08, Synergy_ZIP=2.13, Synergy_Bliss=3.38, Synergy_Loewe=-16.8, Synergy_HSA=-7.89. Drug 2: C1CN(CCN1C(=O)CCBr)C(=O)CCBr. Drug 1: CC1=CC2C(CCC3(C2CCC3(C(=O)C)OC(=O)C)C)C4(C1=CC(=O)CC4)C. (4) Drug 1: C1=CN(C=N1)CC(O)(P(=O)(O)O)P(=O)(O)O. Drug 2: C1C(C(OC1N2C=NC(=NC2=O)N)CO)O. Cell line: LOX IMVI. Synergy scores: CSS=-6.82, Synergy_ZIP=3.59, Synergy_Bliss=1.91, Synergy_Loewe=-5.02, Synergy_HSA=-3.06. (5) Drug 1: CC1C(C(CC(O1)OC2CC(CC3=C2C(=C4C(=C3O)C(=O)C5=C(C4=O)C(=CC=C5)OC)O)(C(=O)C)O)N)O.Cl. Drug 2: C1=NNC2=C1C(=O)NC=N2. Cell line: RXF 393. Synergy scores: CSS=4.41, Synergy_ZIP=-3.85, Synergy_Bliss=-0.957, Synergy_Loewe=-0.233, Synergy_HSA=-0.244. (6) Drug 1: COC1=C(C=C2C(=C1)N=CN=C2NC3=CC(=C(C=C3)F)Cl)OCCCN4CCOCC4. Drug 2: CN(CC1=CN=C2C(=N1)C(=NC(=N2)N)N)C3=CC=C(C=C3)C(=O)NC(CCC(=O)O)C(=O)O. Cell line: MDA-MB-435. Synergy scores: CSS=13.5, Synergy_ZIP=-1.36, Synergy_Bliss=3.04, Synergy_Loewe=-2.23, Synergy_HSA=-0.106. (7) Drug 1: CCC1=C2CN3C(=CC4=C(C3=O)COC(=O)C4(CC)O)C2=NC5=C1C=C(C=C5)O. Drug 2: C1CN1C2=NC(=NC(=N2)N3CC3)N4CC4. Cell line: DU-145. Synergy scores: CSS=69.1, Synergy_ZIP=-2.38, Synergy_Bliss=-2.90, Synergy_Loewe=-1.58, Synergy_HSA=0.659. (8) Drug 1: C1=CC(=CC=C1CC(C(=O)O)N)N(CCCl)CCCl.Cl. Drug 2: C(CC(=O)O)C(=O)CN.Cl. Cell line: CCRF-CEM. Synergy scores: CSS=54.3, Synergy_ZIP=-6.73, Synergy_Bliss=-4.09, Synergy_Loewe=-26.8, Synergy_HSA=-4.04. (9) Drug 1: CC(CN1CC(=O)NC(=O)C1)N2CC(=O)NC(=O)C2. Drug 2: C1=CC(=CC=C1CC(C(=O)O)N)N(CCCl)CCCl.Cl. Cell line: SK-OV-3. Synergy scores: CSS=23.9, Synergy_ZIP=-2.59, Synergy_Bliss=5.47, Synergy_Loewe=0.214, Synergy_HSA=5.33. (10) Drug 1: CC12CCC(CC1=CCC3C2CCC4(C3CC=C4C5=CN=CC=C5)C)O. Drug 2: CC1C(C(=O)NC(C(=O)N2CCCC2C(=O)N(CC(=O)N(C(C(=O)O1)C(C)C)C)C)C(C)C)NC(=O)C3=C4C(=C(C=C3)C)OC5=C(C(=O)C(=C(C5=N4)C(=O)NC6C(OC(=O)C(N(C(=O)CN(C(=O)C7CCCN7C(=O)C(NC6=O)C(C)C)C)C)C(C)C)C)N)C. Cell line: OVCAR-4. Synergy scores: CSS=9.81, Synergy_ZIP=3.46, Synergy_Bliss=6.33, Synergy_Loewe=6.33, Synergy_HSA=5.86.